From a dataset of Peptide-MHC class I binding affinity with 185,985 pairs from IEDB/IMGT. Regression. Given a peptide amino acid sequence and an MHC pseudo amino acid sequence, predict their binding affinity value. This is MHC class I binding data. The peptide sequence is ETAKVIKLV. The MHC is HLA-A02:03 with pseudo-sequence HLA-A02:03. The binding affinity (normalized) is 0.378.